Task: Regression. Given two drug SMILES strings and cell line genomic features, predict the synergy score measuring deviation from expected non-interaction effect.. Dataset: NCI-60 drug combinations with 297,098 pairs across 59 cell lines (1) Drug 1: C1=CC(=C2C(=C1NCCNCCO)C(=O)C3=C(C=CC(=C3C2=O)O)O)NCCNCCO. Drug 2: CC1=C2C(C(=O)C3(C(CC4C(C3C(C(C2(C)C)(CC1OC(=O)C(C(C5=CC=CC=C5)NC(=O)OC(C)(C)C)O)O)OC(=O)C6=CC=CC=C6)(CO4)OC(=O)C)O)C)O. Cell line: SF-295. Synergy scores: CSS=68.4, Synergy_ZIP=-7.36, Synergy_Bliss=-2.77, Synergy_Loewe=-1.16, Synergy_HSA=2.35. (2) Drug 1: COC1=CC(=CC(=C1O)OC)C2C3C(COC3=O)C(C4=CC5=C(C=C24)OCO5)OC6C(C(C7C(O6)COC(O7)C8=CC=CS8)O)O. Drug 2: C(CC(=O)O)C(=O)CN.Cl. Cell line: A549. Synergy scores: CSS=38.1, Synergy_ZIP=-8.42, Synergy_Bliss=-8.00, Synergy_Loewe=-29.4, Synergy_HSA=-4.69. (3) Drug 1: CCCS(=O)(=O)NC1=C(C(=C(C=C1)F)C(=O)C2=CNC3=C2C=C(C=N3)C4=CC=C(C=C4)Cl)F. Drug 2: C1=NC2=C(N=C(N=C2N1C3C(C(C(O3)CO)O)F)Cl)N. Cell line: IGROV1. Synergy scores: CSS=20.4, Synergy_ZIP=-6.51, Synergy_Bliss=3.75, Synergy_Loewe=-8.07, Synergy_HSA=3.04. (4) Drug 1: CCC1(CC2CC(C3=C(CCN(C2)C1)C4=CC=CC=C4N3)(C5=C(C=C6C(=C5)C78CCN9C7C(C=CC9)(C(C(C8N6C=O)(C(=O)OC)O)OC(=O)C)CC)OC)C(=O)OC)O.OS(=O)(=O)O. Drug 2: CC1C(C(CC(O1)OC2CC(OC(C2O)C)OC3=CC4=CC5=C(C(=O)C(C(C5)C(C(=O)C(C(C)O)O)OC)OC6CC(C(C(O6)C)O)OC7CC(C(C(O7)C)O)OC8CC(C(C(O8)C)O)(C)O)C(=C4C(=C3C)O)O)O)O. Cell line: SF-268. Synergy scores: CSS=40.2, Synergy_ZIP=1.01, Synergy_Bliss=-0.390, Synergy_Loewe=-5.66, Synergy_HSA=-2.07. (5) Drug 1: CNC(=O)C1=CC=CC=C1SC2=CC3=C(C=C2)C(=NN3)C=CC4=CC=CC=N4. Drug 2: C1=NC2=C(N=C(N=C2N1C3C(C(C(O3)CO)O)O)F)N. Cell line: SNB-75. Synergy scores: CSS=-1.87, Synergy_ZIP=-0.635, Synergy_Bliss=-2.69, Synergy_Loewe=-4.48, Synergy_HSA=-3.42. (6) Drug 1: CC1=CC2C(CCC3(C2CCC3(C(=O)C)OC(=O)C)C)C4(C1=CC(=O)CC4)C. Drug 2: CCCCCOC(=O)NC1=NC(=O)N(C=C1F)C2C(C(C(O2)C)O)O. Cell line: NCIH23. Synergy scores: CSS=-1.66, Synergy_ZIP=1.54, Synergy_Bliss=2.29, Synergy_Loewe=-0.745, Synergy_HSA=-0.785. (7) Drug 1: CNC(=O)C1=CC=CC=C1SC2=CC3=C(C=C2)C(=NN3)C=CC4=CC=CC=N4. Drug 2: C(CN)CNCCSP(=O)(O)O. Cell line: SW-620. Synergy scores: CSS=-2.32, Synergy_ZIP=3.07, Synergy_Bliss=2.96, Synergy_Loewe=-3.51, Synergy_HSA=0.796.